The task is: Predict the product of the given reaction.. This data is from Forward reaction prediction with 1.9M reactions from USPTO patents (1976-2016). (1) Given the reactants [NH2:1][C:2]1[CH:7]=[C:6]([C:8]([O:10][CH3:11])=[O:9])[CH:5]=[CH:4][C:3]=1[C:12]1[N:16]([CH2:17][CH:18]([CH3:20])[CH3:19])[CH:15]=[N:14][C:13]=1[C:21]#[N:22].Cl.O1CCOCC1, predict the reaction product. The product is: [NH2:22][C:21]1[C:13]2[N:14]=[CH:15][N:16]([CH2:17][CH:18]([CH3:19])[CH3:20])[C:12]=2[C:3]2[CH:4]=[CH:5][C:6]([C:8]([O:10][CH3:11])=[O:9])=[CH:7][C:2]=2[N:1]=1. (2) Given the reactants [CH2:1]([CH:3]([C:6]1[C:7]2[N:8]([C:13]([C:17]3[S:18][CH:19]=[CH:20][C:21]=3[CH3:22])=[C:14]([CH3:16])[N:15]=2)[N:9]=[C:10]([CH3:12])[CH:11]=1)[CH2:4][CH3:5])[CH3:2].C1C(=O)N([Br:30])C(=O)C1, predict the reaction product. The product is: [Br:30][C:19]1[S:18][C:17]([C:13]2[N:8]3[N:9]=[C:10]([CH3:12])[CH:11]=[C:6]([CH:3]([CH2:4][CH3:5])[CH2:1][CH3:2])[C:7]3=[N:15][C:14]=2[CH3:16])=[C:21]([CH3:22])[CH:20]=1. (3) Given the reactants [NH2:1][CH2:2][CH2:3][O:4][C:5]1[CH:10]=[CH:9][C:8]([C:11]2[N:12]([CH2:24][CH3:25])[C:13]3[C:18]([C:19]=2[C:20]#[N:21])=[CH:17][CH:16]=[C:15]([O:22][CH3:23])[CH:14]=3)=[CH:7][CH:6]=1.[CH3:26][S:27](Cl)(=[O:29])=[O:28], predict the reaction product. The product is: [C:20]([C:19]1[C:18]2[C:13](=[CH:14][C:15]([O:22][CH3:23])=[CH:16][CH:17]=2)[N:12]([CH2:24][CH3:25])[C:11]=1[C:8]1[CH:9]=[CH:10][C:5]([O:4][CH2:3][CH2:2][NH:1][S:27]([CH3:26])(=[O:29])=[O:28])=[CH:6][CH:7]=1)#[N:21]. (4) Given the reactants [Cl:1][C:2]1[CH:7]=[CH:6][C:5]([Mg]Br)=[CH:4][CH:3]=1.[CH3:10][C:11]([C:17]1[CH:18]=[C:19]2[C:24](=[C:25]([C:27]3[CH:28]=[C:29]([C:33]4[N:34]=[C:35]([C:46](=[O:48])[CH3:47])[S:36][C:37]=4[C:38]4[CH:43]=[CH:42][C:41]([S:44][CH3:45])=[CH:40][CH:39]=4)[CH:30]=[CH:31][CH:32]=3)[CH:26]=1)[N:23]=[CH:22][CH:21]=[CH:20]2)([S:13]([CH3:16])(=[O:15])=[O:14])[CH3:12].C(Cl)Cl, predict the reaction product. The product is: [Cl:1][C:2]1[CH:7]=[CH:6][C:5]([C:46]([C:35]2[S:36][C:37]([C:38]3[CH:43]=[CH:42][C:41]([S:44][CH3:45])=[CH:40][CH:39]=3)=[C:33]([C:29]3[CH:30]=[CH:31][CH:32]=[C:27]([C:25]4[CH:26]=[C:17]([C:11]([CH3:10])([S:13]([CH3:16])(=[O:15])=[O:14])[CH3:12])[CH:18]=[C:19]5[C:24]=4[N:23]=[CH:22][CH:21]=[CH:20]5)[CH:28]=3)[N:34]=2)([OH:48])[CH3:47])=[CH:4][CH:3]=1. (5) Given the reactants [Br:1][C:2]1[CH:9]=[CH:8][C:5]([CH2:6]Br)=[CH:4][CH:3]=1.[CH2:10]([O:12][P:13]([O:17]CC)[O:14][CH2:15][CH3:16])[CH3:11], predict the reaction product. The product is: [Br:1][C:2]1[CH:9]=[CH:8][C:5]([CH2:6][P:13](=[O:17])([O:14][CH2:15][CH3:16])[O:12][CH2:10][CH3:11])=[CH:4][CH:3]=1.